Dataset: Full USPTO retrosynthesis dataset with 1.9M reactions from patents (1976-2016). Task: Predict the reactants needed to synthesize the given product. (1) Given the product [C:1]([O:5][C:6]([N:8]1[CH2:9][CH:10]2[CH2:19][CH:17]([C:16]3[CH:15]=[C:14]([NH2:20])[C:13]([NH2:23])=[CH:12][C:11]=32)[CH2:18]1)=[O:7])([CH3:4])([CH3:2])[CH3:3], predict the reactants needed to synthesize it. The reactants are: [C:1]([O:5][C:6]([N:8]1[CH2:18][CH:17]2[CH2:19][CH:10]([C:11]3[CH:12]=[C:13]([N+:23]([O-])=O)[C:14]([N+:20]([O-])=O)=[CH:15][C:16]=32)[CH2:9]1)=[O:7])([CH3:4])([CH3:3])[CH3:2]. (2) Given the product [Cl:1][C:2]1[CH:3]=[C:4]([N:9]2[CH:14]([CH3:15])[CH2:12][C:11]([OH:13])=[N:10]2)[CH:5]=[CH:6][C:7]=1[Cl:8], predict the reactants needed to synthesize it. The reactants are: [Cl:1][C:2]1[CH:3]=[C:4]([NH:9][NH:10][C:11](=[O:13])[CH3:12])[CH:5]=[CH:6][C:7]=1[Cl:8].[C:14](OCC)(=O)[CH2:15]C(C)=O.P(Cl)(Cl)Cl. (3) Given the product [CH:16]([C:2]1[CH:7]=[CH:6][CH:5]=[CH:4][C:3]=1[C:8](=[O:10])[CH3:9])=[CH2:17], predict the reactants needed to synthesize it. The reactants are: Br[C:2]1[CH:7]=[CH:6][CH:5]=[CH:4][C:3]=1[C:8](=[O:10])[CH3:9].C(=O)([O-])O.[Na+].[CH:16](B1OC(C)(C)C(C)(C)O1)=[CH2:17]. (4) Given the product [CH3:24][C:23]1[CH:22]=[CH:21][C:17]([C:18]([OH:20])=[O:19])=[CH:16][C:15]=1[N:9]1[C:8](=[O:25])[C:7]2[C:12](=[CH:13][CH:14]=[C:5]([O:4][CH2:3][CH2:2][N:26]3[CH2:31][CH2:30][CH2:29][CH2:28][CH2:27]3)[CH:6]=2)[N:11]=[CH:10]1, predict the reactants needed to synthesize it. The reactants are: Cl[CH2:2][CH2:3][O:4][C:5]1[CH:6]=[C:7]2[C:12](=[CH:13][CH:14]=1)[N:11]=[CH:10][N:9]([C:15]1[CH:16]=[C:17]([CH:21]=[CH:22][C:23]=1[CH3:24])[C:18]([OH:20])=[O:19])[C:8]2=[O:25].[NH:26]1[CH2:31][CH2:30][CH2:29][CH2:28][CH2:27]1.C(N(CC)C(C)C)(C)C.[N-]=C=O. (5) Given the product [CH2:35]([N:3]([CH2:1][CH3:2])[CH2:4]/[CH:5]=[CH:6]\[C:7]1[CH:12]=[C:11]([F:13])[CH:10]=[CH:9][C:8]=1[S:14]([CH2:17][C:18]1[C:23]([C:24]([O:26][CH3:27])=[O:25])=[C:22]([OH:28])[C:21]([C:30]2[CH:34]=[CH:33][O:32][CH:31]=2)=[CH:20][CH:19]=1)(=[O:15])=[O:16])[CH3:36], predict the reactants needed to synthesize it. The reactants are: [CH2:1]([N:3]([CH2:35][CH3:36])[CH2:4]/[CH:5]=[CH:6]\[C:7]1[CH:12]=[C:11]([F:13])[CH:10]=[CH:9][C:8]=1[S:14]([CH2:17][C:18]1[C:23]([C:24]([O:26][CH3:27])=[O:25])=[C:22]([O:28]C)[C:21]([C:30]2[CH:34]=[CH:33][O:32][CH:31]=2)=[CH:20][CH:19]=1)(=[O:16])=[O:15])[CH3:2].BrC1C(O)=C(C(CS(C2C=CC(F)=CC=2/C=C\CN(CC)CC)(=O)=O)=CC=1)C(OC)=O.O1C=CC(B(O)O)=C1. (6) The reactants are: [CH3:1][C:2]1[CH:7]=[CH:6][C:5]([C:8]([CH3:10])=[CH2:9])=[CH:4][CH:3]=1.[BH4-].[Na+].B(F)(F)F.CC[O:19]CC.O. Given the product [CH3:9][CH:8]([C:5]1[CH:6]=[CH:7][C:2]([CH3:1])=[CH:3][CH:4]=1)[CH2:10][OH:19], predict the reactants needed to synthesize it. (7) Given the product [CH3:1][O:2][C:3](=[O:26])[C:4]1[CH:9]=[CH:8][C:7]([O:10][CH2:11][C:12]2[CH:13]=[N:14][CH:15]=[CH:16][CH:17]=2)=[CH:6][C:5]=1[C:28]1[CH:36]=[CH:35][CH:34]=[CH:33][CH:29]=1, predict the reactants needed to synthesize it. The reactants are: [CH3:1][O:2][C:3](=[O:26])[C:4]1[CH:9]=[CH:8][C:7]([O:10][CH2:11][C:12]2[CH:13]=[N:14][CH:15]=[CH:16][CH:17]=2)=[CH:6][C:5]=1OS(C(F)(F)F)(=O)=O.I[C:28]1[CH:36]=[C:35](C([O-])=O)[CH:34]=[CH:33][C:29]=1C([O-])=O.